This data is from Peptide-MHC class II binding affinity with 134,281 pairs from IEDB. The task is: Regression. Given a peptide amino acid sequence and an MHC pseudo amino acid sequence, predict their binding affinity value. This is MHC class II binding data. (1) The peptide sequence is SKLKAEATTDGLGWY. The MHC is DRB1_0405 with pseudo-sequence DRB1_0405. The binding affinity (normalized) is 0.261. (2) The MHC is DRB3_0101 with pseudo-sequence DRB3_0101. The binding affinity (normalized) is 0.255. The peptide sequence is ASKNFHLQKNTIGTG. (3) The peptide sequence is GAQLGELYYAIYKAS. The MHC is DRB1_0901 with pseudo-sequence DRB1_0901. The binding affinity (normalized) is 0.341. (4) The peptide sequence is YDKFLANVSTVLTAK. The MHC is DRB1_0802 with pseudo-sequence DRB1_0802. The binding affinity (normalized) is 0.969. (5) The peptide sequence is VAVSEGKPTEKHIQI. The MHC is DRB1_0901 with pseudo-sequence DRB1_0901. The binding affinity (normalized) is 0.0698. (6) The peptide sequence is STVLGFAALAAAAAF. The MHC is HLA-DPA10103-DPB10301 with pseudo-sequence HLA-DPA10103-DPB10301. The binding affinity (normalized) is 0.495. (7) The peptide sequence is REDQRGSGQVVTYALNTF. The MHC is DRB5_0101 with pseudo-sequence DRB5_0101. The binding affinity (normalized) is 0.0282. (8) The binding affinity (normalized) is 0.842. The MHC is HLA-DPA10201-DPB11401 with pseudo-sequence HLA-DPA10201-DPB11401. The peptide sequence is IEKVDAAFKVAATAANAAPA.